This data is from Full USPTO retrosynthesis dataset with 1.9M reactions from patents (1976-2016). The task is: Predict the reactants needed to synthesize the given product. (1) Given the product [Br:28][C:14](=[C:11]1[CH2:10][CH2:9][NH:8][CH2:13][CH2:12]1)[C:15]1[CH:16]=[CH:17][C:18]([C:21]([N:22]([CH2:23][CH3:24])[CH2:25][CH3:26])=[O:27])=[CH:19][CH:20]=1, predict the reactants needed to synthesize it. The reactants are: C(OC([N:8]1[CH2:13][CH2:12][C:11](=[C:14]([Br:28])[C:15]2[CH:20]=[CH:19][C:18]([C:21](=[O:27])[N:22]([CH2:25][CH3:26])[CH2:23][CH3:24])=[CH:17][CH:16]=2)[CH2:10][CH2:9]1)=O)(C)(C)C.FC(F)(F)C(O)=O.C([O-])(O)=O.[Na+]. (2) Given the product [CH3:24][O:21][C:20](=[O:22])[CH2:19][C:11]1[CH:12]=[C:13]([C:15]([F:17])([F:18])[F:16])[CH:14]=[C:9]([O:8][CH2:1][C:2]2[CH:3]=[CH:4][CH:5]=[CH:6][CH:7]=2)[CH:10]=1, predict the reactants needed to synthesize it. The reactants are: [CH2:1]([O:8][C:9]1[CH:10]=[C:11]([CH2:19][C:20]([OH:22])=[O:21])[CH:12]=[C:13]([C:15]([F:18])([F:17])[F:16])[CH:14]=1)[C:2]1[CH:7]=[CH:6][CH:5]=[CH:4][CH:3]=1.Cl.[CH3:24]O. (3) Given the product [Br:1][C:2]1[S:6][C:5]([N+:7]([O-:9])=[O:8])=[C:4]([CH:10]=[O:14])[CH:3]=1, predict the reactants needed to synthesize it. The reactants are: [Br:1][C:2]1[S:6][C:5]([N+:7]([O-:9])=[O:8])=[C:4]([CH:10](Cl)Cl)[CH:3]=1.C(O)=[O:14]. (4) Given the product [NH2:1][CH:2]([C:7]1([CH2:14][CH3:15])[CH2:12][CH2:11][CH:10]([O:13][C:18]2[CH:19]=[C:20]3[C:25](=[CH:26][C:17]=2[Cl:16])[C:24](=[O:27])[NH:23][CH:22]=[CH:21]3)[CH2:9][CH2:8]1)[CH2:3][CH2:4][O:5][CH3:6], predict the reactants needed to synthesize it. The reactants are: [NH2:1][CH:2]([C:7]1([CH2:14][CH3:15])[CH2:12][CH2:11][CH:10]([OH:13])[CH2:9][CH2:8]1)[CH2:3][CH2:4][O:5][CH3:6].[Cl:16][C:17]1[CH:26]=[C:25]2[C:20]([CH:21]=[CH:22][N:23]=[C:24]2[O:27]C)=[CH:19][C:18]=1F.Cl.